Task: Predict the reactants needed to synthesize the given product.. Dataset: Full USPTO retrosynthesis dataset with 1.9M reactions from patents (1976-2016) Given the product [CH3:22][S:23]([N:1]1[CH2:6][CH2:5][CH:4]([NH:7][C:8]([NH:10][C:11]2[CH:16]=[CH:15][C:14]([O:17][C:18]([F:19])([F:20])[F:21])=[CH:13][CH:12]=2)=[O:9])[CH2:3][CH2:2]1)(=[O:25])=[O:24], predict the reactants needed to synthesize it. The reactants are: [NH:1]1[CH2:6][CH2:5][CH:4]([NH:7][C:8]([NH:10][C:11]2[CH:16]=[CH:15][C:14]([O:17][C:18]([F:21])([F:20])[F:19])=[CH:13][CH:12]=2)=[O:9])[CH2:3][CH2:2]1.[CH3:22][S:23](Cl)(=[O:25])=[O:24].